From a dataset of Forward reaction prediction with 1.9M reactions from USPTO patents (1976-2016). Predict the product of the given reaction. Given the reactants O[CH:2]1[CH2:7][CH2:6][N:5]([C:8]([O:10][CH2:11][C:12]2[CH:17]=[CH:16][CH:15]=[CH:14][CH:13]=2)=[O:9])[CH2:4][CH2:3]1.[C:18]1(=[O:28])[NH:22][C:21](=[O:23])[C:20]2=[CH:24][CH:25]=[CH:26][CH:27]=[C:19]12.C1(P(C2C=CC=CC=2)C2C=CC=CC=2)C=CC=CC=1.N(C(OC(C)C)=O)=NC(OC(C)C)=O, predict the reaction product. The product is: [O:23]=[C:21]1[C:20]2[C:19](=[CH:27][CH:26]=[CH:25][CH:24]=2)[C:18](=[O:28])[N:22]1[CH:2]1[CH2:7][CH2:6][N:5]([C:8]([O:10][CH2:11][C:12]2[CH:17]=[CH:16][CH:15]=[CH:14][CH:13]=2)=[O:9])[CH2:4][CH2:3]1.